From a dataset of Forward reaction prediction with 1.9M reactions from USPTO patents (1976-2016). Predict the product of the given reaction. (1) Given the reactants [CH3:1][O:2][C:3]1[CH:4]=[C:5]([CH:16]=[CH:17][C:18]=1[O:19][CH3:20])[O:6][C:7]1[CH:12]=[CH:11][C:10]([N+:13]([O-])=O)=[CH:9][CH:8]=1, predict the reaction product. The product is: [CH3:1][O:2][C:3]1[CH:4]=[C:5]([CH:16]=[CH:17][C:18]=1[O:19][CH3:20])[O:6][C:7]1[CH:8]=[CH:9][C:10]([NH2:13])=[CH:11][CH:12]=1. (2) Given the reactants N[C:2]1[CH:11]=[CH:10][C:9]([CH:12]2[CH2:14][CH2:13]2)=[CH:8][C:3]=1[C:4]([O:6]C)=[O:5].ClC1C=C(C=C([F:25])C=1)C(O)=O, predict the reaction product. The product is: [CH:12]1([C:9]2[CH:8]=[C:3]([CH:2]=[C:11]([F:25])[CH:10]=2)[C:4]([OH:6])=[O:5])[CH2:14][CH2:13]1. (3) Given the reactants [NH2:1][CH2:2][CH2:3][CH:4]([N:6]1[CH2:11][CH2:10][CH:9]([N:12]([CH2:37][C:38]2[CH:43]=[C:42]([Cl:44])[CH:41]=[CH:40][C:39]=2[F:45])[C:13]2[CH:18]=[CH:17][C:16]([S:19]([N:22]([CH2:30][C:31]3[CH:36]=[CH:35][CH:34]=[CH:33][CH:32]=3)[CH2:23][C:24]3[CH:29]=[CH:28][CH:27]=[CH:26][CH:25]=3)(=[O:21])=[O:20])=[CH:15][CH:14]=2)[CH2:8][CH2:7]1)[CH3:5].[Cl:46][C:47]1[CH:55]=[CH:54][CH:53]=[C:52]([CH3:56])[C:48]=1[C:49](O)=[O:50], predict the reaction product. The product is: [Cl:46][C:47]1[CH:55]=[CH:54][CH:53]=[C:52]([CH3:56])[C:48]=1[C:49]([NH:1][CH2:2][CH2:3][CH:4]([N:6]1[CH2:11][CH2:10][CH:9]([N:12]([CH2:37][C:38]2[CH:43]=[C:42]([Cl:44])[CH:41]=[CH:40][C:39]=2[F:45])[C:13]2[CH:18]=[CH:17][C:16]([S:19](=[O:20])(=[O:21])[N:22]([CH2:23][C:24]3[CH:29]=[CH:28][CH:27]=[CH:26][CH:25]=3)[CH2:30][C:31]3[CH:32]=[CH:33][CH:34]=[CH:35][CH:36]=3)=[CH:15][CH:14]=2)[CH2:8][CH2:7]1)[CH3:5])=[O:50]. (4) Given the reactants C1(CONC([C:9]2[C:10](NC3C=CC(Br)=CC=3Cl)=[C:11](Cl)[C:12]3[N:13]([C:15](CN4CCOCC4)=CN=3)[CH:14]=2)=O)CC1.[OH:35][CH2:36][CH2:37][O:38][NH:39][C:40]([C:42]1[C:43]([NH:52][C:53]2[CH:58]=[CH:57][C:56]([Br:59])=[CH:55][C:54]=2[Cl:60])=[C:44]([Cl:51])[C:45]2[N:46]([CH:48]=[CH:49][N:50]=2)[CH:47]=1)=[O:41].N1CCOCC1, predict the reaction product. The product is: [OH:35][CH2:36][CH2:37][O:38][NH:39][C:40]([C:42]1[C:43]([NH:52][C:53]2[CH:58]=[CH:57][C:56]([Br:59])=[CH:55][C:54]=2[Cl:60])=[C:44]([Cl:51])[C:45]2[N:46]([C:48]([CH2:15][N:13]3[CH2:14][CH2:9][CH2:10][CH2:11][CH2:12]3)=[CH:49][N:50]=2)[CH:47]=1)=[O:41].